From a dataset of Full USPTO retrosynthesis dataset with 1.9M reactions from patents (1976-2016). Predict the reactants needed to synthesize the given product. Given the product [N+:24]([C:21]1[CH:22]=[CH:23][C:18]([C:9]2[C:8]([C:6]3[O:27][CH:3]=[CH:4][N:5]=3)=[CH:16][N:15]3[C:10]=2[C:11]([NH2:17])=[N:12][CH:13]=[N:14]3)=[CH:19][CH:20]=1)([O-:26])=[O:25], predict the reactants needed to synthesize it. The reactants are: CO[CH:3]([O:27]C)[CH2:4][NH:5][C:6]([C:8]1[C:9]([C:18]2[CH:23]=[CH:22][C:21]([N+:24]([O-:26])=[O:25])=[CH:20][CH:19]=2)=[C:10]2[N:15]([CH:16]=1)[N:14]=[CH:13][N:12]=[C:11]2[NH2:17])=O.Cl.FC(F)(F)CN.CS(O)(=O)=O.O=P12OP3(OP(OP(O3)(O1)=O)(=O)O2)=O.C(=O)([O-])[O-].[Na+].[Na+].